From a dataset of Reaction yield outcomes from USPTO patents with 853,638 reactions. Predict the reaction yield, written as a fraction of the theoretical maximum amount of product (1.0 means a 100% yield; for example, 0.34 means a 34% yield). (1) The reactants are FC(F)(F)C(O)=O.C(OC([N:15]1[C:20]2[CH:21]=[C:22]([Cl:28])[C:23]([N:25]([CH3:27])[CH3:26])=[CH:24][C:19]=2[O:18][CH:17]([C:29]([N:31]2[CH2:36][CH2:35][C:34]([C:45]#[N:46])([CH2:37][C:38]3[CH:43]=[CH:42][C:41]([F:44])=[CH:40][CH:39]=3)[CH2:33][CH2:32]2)=[O:30])[CH2:16]1)=O)(C)(C)C. The catalyst is C(Cl)Cl. The product is [Cl:28][C:22]1[C:23]([N:25]([CH3:26])[CH3:27])=[CH:24][C:19]2[O:18][CH:17]([C:29]([N:31]3[CH2:32][CH2:33][C:34]([CH2:37][C:38]4[CH:39]=[CH:40][C:41]([F:44])=[CH:42][CH:43]=4)([C:45]#[N:46])[CH2:35][CH2:36]3)=[O:30])[CH2:16][NH:15][C:20]=2[CH:21]=1. The yield is 0.627. (2) The reactants are [OH:1][C:2]1[CH:9]=[CH:8][C:7]([N+:10]([O-:12])=[O:11])=[CH:6][C:3]=1[CH:4]=[O:5].I[CH2:14][CH2:15][CH3:16].COC(O)C1C=C([N+]([O-])=O)C=CC=1OC. No catalyst specified. The product is [N+:10]([C:7]1[CH:8]=[CH:9][C:2]([O:1][CH2:14][CH2:15][CH3:16])=[C:3]([CH:6]=1)[CH:4]=[O:5])([O-:12])=[O:11]. The yield is 0.720. (3) The reactants are [C:1]1([S:11](Cl)(=[O:13])=[O:12])[C:10]2[C:5](=[CH:6][CH:7]=[CH:8][CH:9]=2)[CH:4]=[CH:3][CH:2]=1.[NH2:15][C:16]1[CH:17]=[CH:18][CH:19]=[C:20]2[C:24]=1[NH:23][CH:22]=[C:21]2CCN(C)C.[CH2:30]([N:32]([CH:36](C)C)[CH:33](C)C)[CH3:31]. The catalyst is CN(C)C=O. The product is [CH3:33][N:32]([CH3:36])[CH2:30][CH2:31][N:23]1[C:24]2[C:20](=[CH:19][CH:18]=[CH:17][C:16]=2[NH:15][S:11]([C:1]2[C:10]3[C:5](=[CH:6][CH:7]=[CH:8][CH:9]=3)[CH:4]=[CH:3][CH:2]=2)(=[O:13])=[O:12])[CH:21]=[CH:22]1. The yield is 0.510. (4) The reactants are [CH3:1][C:2]1([CH3:23])[CH:11]=[CH:10][C:9]2[C:4](=[C:5]([CH2:12][N:13]3[CH2:22][CH2:21][C:16]4([CH2:20][NH:19][CH2:18][CH2:17]4)[CH2:15][CH2:14]3)[CH:6]=[CH:7][CH:8]=2)[O:3]1.[C:24](O)(=[O:31])[C:25]1[CH:30]=[CH:29][N:28]=[CH:27][CH:26]=1.CCN=C=NCCCN(C)C.C1C=CC2N(O)N=NC=2C=1.CCN(CC)CC. The catalyst is C(Cl)Cl. The product is [CH3:1][C:2]1([CH3:23])[CH:11]=[CH:10][C:9]2[C:4](=[C:5]([CH2:12][N:13]3[CH2:14][CH2:15][C:16]4([CH2:20][N:19]([C:24](=[O:31])[C:25]5[CH:30]=[CH:29][N:28]=[CH:27][CH:26]=5)[CH2:18][CH2:17]4)[CH2:21][CH2:22]3)[CH:6]=[CH:7][CH:8]=2)[O:3]1. The yield is 0.840.